Dataset: Forward reaction prediction with 1.9M reactions from USPTO patents (1976-2016). Task: Predict the product of the given reaction. (1) Given the reactants C(O[C:6](=O)[N:7]([CH2:9][C:10]1[CH:15]=[C:14]([C:16]([N:18]2[CH2:24][CH2:23][CH2:22][N:21]([CH:25]3[CH2:27][CH2:26]3)[CH2:20][CH2:19]2)=[O:17])[CH:13]=[CH:12][C:11]=1[O:28][C:29]1[CH:34]=[CH:33][C:32]([Cl:35])=[C:31]([Cl:36])[CH:30]=1)C)(C)(C)C.C(OC(=O)NC)(C)(C)C.C1CCN2C(=NCCC2)CC1.C1(N2CCCNCC2)CC1.F[B-](F)(F)F, predict the reaction product. The product is: [CH:25]1([N:21]2[CH2:22][CH2:23][CH2:24][N:18]([C:16]([C:14]3[CH:13]=[CH:12][C:11]([O:28][C:29]4[CH:34]=[CH:33][C:32]([Cl:35])=[C:31]([Cl:36])[CH:30]=4)=[C:10]([CH2:9][NH:7][CH3:6])[CH:15]=3)=[O:17])[CH2:19][CH2:20]2)[CH2:27][CH2:26]1. (2) Given the reactants [Cl:1][C:2]1[CH:11]=[C:10]2[C:5]([CH:6]=[CH:7][C:8]([CH:12]=[CH:13][C:14]3[CH:15]=[C:16]([C@H:20]([S:33][CH2:34][C:35]4([CH2:38][C:39]([OH:41])=[O:40])[CH2:37][CH2:36]4)[CH2:21][CH2:22][C:23]4[CH:28]=[CH:27][CH:26]=[CH:25][C:24]=4[C:29]([OH:32])([CH3:31])[CH3:30])[CH:17]=[CH:18][CH:19]=3)=[N:9]2)=[CH:4][CH:3]=1.CC(C)=O.[C:46]([NH2:50])([CH3:49])([CH3:48])[CH3:47], predict the reaction product. The product is: [C:46]([NH2:50])([CH3:49])([CH3:48])[CH3:47].[Cl:1][C:2]1[CH:11]=[C:10]2[C:5]([CH:6]=[CH:7][C:8]([CH:12]=[CH:13][C:14]3[CH:15]=[C:16]([CH:20]([S:33][CH2:34][C:35]4([CH2:38][C:39]([OH:41])=[O:40])[CH2:36][CH2:37]4)[CH2:21][CH2:22][C:23]4[CH:28]=[CH:27][CH:26]=[CH:25][C:24]=4[C:29]([OH:32])([CH3:31])[CH3:30])[CH:17]=[CH:18][CH:19]=3)=[N:9]2)=[CH:4][CH:3]=1. (3) Given the reactants [OH:1][C:2]1[CH:7]=[CH:6][C:5]([C@H:8]2[CH2:25][C@@:23]3([CH3:24])[C@@H:19]([CH2:20][CH2:21][C@@H:22]3[O:26][CH:27]3[CH2:32][CH2:31][CH2:30][CH2:29][O:28]3)[C@@:18]3([CH3:33])[C@H:9]2[C:10]2[CH:11]=[CH:12][C:13]([O:34][CH3:35])=[CH:14][C:15]=2[CH2:16][CH2:17]3)=[CH:4][CH:3]=1.Br[CH2:37][CH2:38][CH2:39][CH2:40][CH2:41][Cl:42], predict the reaction product. The product is: [Cl:42][CH2:41][CH2:40][CH2:39][CH2:38][CH2:37][O:1][C:2]1[CH:7]=[CH:6][C:5]([C@H:8]2[CH2:25][C@@:23]3([CH3:24])[C@@H:19]([CH2:20][CH2:21][C@@H:22]3[O:26][CH:27]3[CH2:32][CH2:31][CH2:30][CH2:29][O:28]3)[C@@:18]3([CH3:33])[C@H:9]2[C:10]2[CH:11]=[CH:12][C:13]([O:34][CH3:35])=[CH:14][C:15]=2[CH2:16][CH2:17]3)=[CH:4][CH:3]=1. (4) Given the reactants [F:1][C:2]1[CH:7]=[CH:6][C:5]([CH:8]([C:38]2[CH:43]=[CH:42][C:41]([F:44])=[CH:40][CH:39]=2)[C@H:9]2[N:14]3[CH2:15][CH2:16][N:17]([C:19]([O:21][CH2:22][C:23]4[CH:28]=[CH:27][CH:26]=[CH:25][CH:24]=4)=[O:20])[CH2:18][C@H:13]3[CH2:12][N:11](CC3C=CC=CC=3OC)[CH2:10]2)=[CH:4][CH:3]=1.[Cl:45]C(OC(Cl)=O)C.CO.C(OC(C)C)(C)C, predict the reaction product. The product is: [ClH:45].[ClH:45].[F:1][C:2]1[CH:7]=[CH:6][C:5]([CH:8]([C:38]2[CH:39]=[CH:40][C:41]([F:44])=[CH:42][CH:43]=2)[C@H:9]2[N:14]3[CH2:15][CH2:16][N:17]([C:19]([O:21][CH2:22][C:23]4[CH:28]=[CH:27][CH:26]=[CH:25][CH:24]=4)=[O:20])[CH2:18][C@H:13]3[CH2:12][NH:11][CH2:10]2)=[CH:4][CH:3]=1.